From a dataset of Full USPTO retrosynthesis dataset with 1.9M reactions from patents (1976-2016). Predict the reactants needed to synthesize the given product. Given the product [CH2:6]([O:8][C:9](=[O:54])[C:10]([CH3:53])([CH3:52])[CH2:11][C:12]1[N:13]([CH2:37][C:38]2[CH:43]=[CH:42][C:41]([C:44]3[CH:45]=[N:46][C:47]([O:50][CH3:51])=[CH:48][CH:49]=3)=[CH:40][CH:39]=2)[C:14]2[C:19]([CH:20]=1)=[CH:18][C:17]([O:26][CH2:27][C:28]1[S:29][C:30]3[CH:36]=[CH:35][CH:34]=[CH:33][C:31]=3[N:32]=1)=[CH:16][CH:15]=2)[CH3:7], predict the reactants needed to synthesize it. The reactants are: [Cl-].[Al+3].[Cl-].[Cl-].O.[CH2:6]([O:8][C:9](=[O:54])[C:10]([CH3:53])([CH3:52])[CH2:11][C:12]1[N:13]([CH2:37][C:38]2[CH:43]=[CH:42][C:41]([C:44]3[CH:45]=[N:46][C:47]([O:50][CH3:51])=[CH:48][CH:49]=3)=[CH:40][CH:39]=2)[C:14]2[C:19]([C:20]=1SC(C)(C)C)=[CH:18][C:17]([O:26][CH2:27][C:28]1[S:29][C:30]3[CH:36]=[CH:35][CH:34]=[CH:33][C:31]=3[N:32]=1)=[CH:16][CH:15]=2)[CH3:7].